From a dataset of Full USPTO retrosynthesis dataset with 1.9M reactions from patents (1976-2016). Predict the reactants needed to synthesize the given product. Given the product [Cl:13][C:14]1[CH:19]=[CH:18][C:17]([C:2]2[CH:7]=[CH:6][N:5]3[C:8](=[O:11])[NH:9][N:10]=[C:4]3[C:3]=2[C:17]2[CH:18]=[CH:19][C:14]([Cl:13])=[CH:15][CH:16]=2)=[CH:16][CH:15]=1, predict the reactants needed to synthesize it. The reactants are: Br[C:2]1[CH:7]=[CH:6][N:5]2[C:8](=[O:11])[NH:9][N:10]=[C:4]2[C:3]=1I.[Cl:13][C:14]1[CH:19]=[CH:18][C:17](B(O)O)=[CH:16][CH:15]=1.C([O-])([O-])=O.[K+].[K+].